The task is: Predict the reactants needed to synthesize the given product.. This data is from Full USPTO retrosynthesis dataset with 1.9M reactions from patents (1976-2016). (1) Given the product [Br:1][C:2]1[CH:3]=[C:4]([NH:8][C:21]([CH:18]2[CH2:20][CH2:19]2)=[O:22])[CH:5]=[CH:6][CH:7]=1, predict the reactants needed to synthesize it. The reactants are: [Br:1][C:2]1[CH:3]=[C:4]([NH2:8])[CH:5]=[CH:6][CH:7]=1.CCN(C(C)C)C(C)C.[CH:18]1([C:21](Cl)=[O:22])[CH2:20][CH2:19]1. (2) Given the product [O:3]1[C:8]2=[CH:9][CH:10]=[CH:11][C:7]2=[CH:6][C:5]([CH:12]2[CH2:17][CH2:16][CH2:15][CH2:14][N:13]2[CH2:18][CH2:19][C@H:20]2[CH2:21][CH2:22][C@H:23]([NH:26][C:36](=[O:37])[C:35]3[CH:39]=[CH:40][C:32]([N:27]4[CH:31]=[CH:30][CH:29]=[CH:28]4)=[CH:33][CH:34]=3)[CH2:24][CH2:25]2)=[CH:4]1, predict the reactants needed to synthesize it. The reactants are: Cl.Cl.[O:3]1[C:8]2=[CH:9][CH:10]=[CH:11][C:7]2=[CH:6][C:5]([CH:12]2[CH2:17][CH2:16][CH2:15][CH2:14][N:13]2[CH2:18][CH2:19][C@H:20]2[CH2:25][CH2:24][C@H:23]([NH2:26])[CH2:22][CH2:21]2)=[CH:4]1.[N:27]1([C:32]2[CH:40]=[CH:39][C:35]([C:36](O)=[O:37])=[CH:34][CH:33]=2)[CH:31]=[CH:30][CH:29]=[CH:28]1. (3) Given the product [I:10][C:5]1[CH:4]=[CH:3][C:2]([O:1][CH2:17][O:14][CH3:11])=[CH:7][C:6]=1[O:8][CH3:9], predict the reactants needed to synthesize it. The reactants are: [OH:1][C:2]1[CH:3]=[CH:4][C:5]([I:10])=[C:6]([O:8][CH3:9])[CH:7]=1.[C:11](=[O:14])([O-])[O-].[K+].[K+].[CH3:17]N(C)C=O. (4) The reactants are: [CH:1]1[C:6]([OH:7])=[CH:5][CH:4]=[C:3]([CH3:8])[CH:2]=1.OC1C=CC([N:16]2[C:20](=[O:21])[N:19]([C:22]3[CH:27]=[CH:26][CH:25]=[CH:24][CH:23]=3)[C:18](=[O:28])[NH:17]2)=CC=1. Given the product [OH:7][C:6]1[CH:5]=[CH:4][C:3]([CH3:8])=[CH:2][C:1]=1[N:16]1[C:20](=[O:21])[N:19]([C:22]2[CH:27]=[CH:26][CH:25]=[CH:24][CH:23]=2)[C:18](=[O:28])[NH:17]1, predict the reactants needed to synthesize it. (5) Given the product [ClH:32].[NH2:2][C:3]([CH2:33][OH:34])([CH2:8][CH2:9][CH2:10][C:11]1[CH:16]=[CH:15][C:14]([S:17][C:18]2[CH:23]=[CH:22][CH:21]=[C:20]([O:24][CH2:25][C:26]3[CH:27]=[CH:28][CH:29]=[CH:30][CH:31]=3)[CH:19]=2)=[CH:13][C:12]=1[Cl:32])[CH2:4][CH2:5][OH:6], predict the reactants needed to synthesize it. The reactants are: Cl.[NH2:2][C:3]([CH2:33][OH:34])([CH2:8][CH2:9][CH2:10][C:11]1[CH:16]=[CH:15][C:14]([S:17][C:18]2[CH:23]=[CH:22][CH:21]=[C:20]([O:24][CH2:25][C:26]3[CH:31]=[CH:30][CH:29]=[CH:28][CH:27]=3)[CH:19]=2)=[CH:13][C:12]=1[Cl:32])[CH2:4][C:5](O)=[O:6].CC(OC(OC(OC(C)(C)C)=O)=O)(C)C.Cl.C(=O)([O-])[O-].[K+].[K+].CI. (6) Given the product [CH3:25][O:24][CH2:23][CH:19]1[C:20]2[NH:32][C:33]([B:35]3[O:39][C:38]([CH3:41])([CH3:40])[C:37]([CH3:43])([CH3:42])[O:36]3)=[CH:34][C:30]=2[C:16](=[O:17])[NH:18]1, predict the reactants needed to synthesize it. The reactants are: C[C@@H]1C2NC=CC=2C(=O)N1.C(O[C:16]([NH:18][C@H:19]([CH2:23][O:24][CH3:25])[C:20](O)=O)=[O:17])(C)(C)C.C[C@@H]1C2[NH:32][C:33]([B:35]3[O:39][C:38]([CH3:41])([CH3:40])[C:37]([CH3:43])([CH3:42])[O:36]3)=[CH:34][C:30]=2C(=O)N1. (7) Given the product [CH:13]1([N:10]2[CH2:9][C:8]3([CH2:19][CH2:18]3)[C:7](=[O:20])[N:6]([CH3:21])[C:5]3[CH:4]=[N:3][C:2]([NH:22][C:23]4[CH:31]=[CH:30][C:26]([C:27]([OH:29])=[O:28])=[CH:25][C:24]=4[O:32][CH3:33])=[N:12][C:11]2=3)[CH2:17][CH2:16][CH2:15][CH2:14]1, predict the reactants needed to synthesize it. The reactants are: Cl[C:2]1[N:3]=[CH:4][C:5]2[N:6]([CH3:21])[C:7](=[O:20])[C:8]3([CH2:19][CH2:18]3)[CH2:9][N:10]([CH:13]3[CH2:17][CH2:16][CH2:15][CH2:14]3)[C:11]=2[N:12]=1.[NH2:22][C:23]1[CH:31]=[CH:30][C:26]([C:27]([OH:29])=[O:28])=[CH:25][C:24]=1[O:32][CH3:33]. (8) Given the product [NH2:18][C:16]1[NH:15][N:14]=[C:13]([NH:12][C:5]2[CH:6]=[C:7]([C:8]([F:11])([F:10])[F:9])[C:2]([C:67]3[CH:72]=[CH:71][C:70]([O:73][CH3:74])=[C:69]([S:75]([NH:78][C:79]4([CH3:90])[CH2:80][N:81]([C:83]([O:85][C:86]([CH3:89])([CH3:88])[CH3:87])=[O:84])[CH2:82]4)(=[O:77])=[O:76])[CH:68]=3)=[C:3]([Cl:19])[CH:4]=2)[N:17]=1, predict the reactants needed to synthesize it. The reactants are: Br[C:2]1[C:7]([C:8]([F:11])([F:10])[F:9])=[CH:6][C:5]([NH:12][C:13]2[N:17]=[C:16]([NH2:18])[NH:15][N:14]=2)=[CH:4][C:3]=1[Cl:19].CN1C(C)(C)CC(SC2C=CC(B3OC(C)(C)C(C)(C)O3)=CC=2)CC1(C)C.ClC1C=C(B2OC(C)(C)C(C)(C)O2)C=C(C(F)(F)F)C=1[C:67]1[CH:72]=[CH:71][C:70]([O:73][CH3:74])=[C:69]([S:75]([NH:78][C:79]2([CH3:90])[CH2:82][N:81]([C:83]([O:85][C:86]([CH3:89])([CH3:88])[CH3:87])=[O:84])[CH2:80]2)(=[O:77])=[O:76])[CH:68]=1.C([O-])([O-])=O.[K+].[K+]. (9) Given the product [Br:19][CH2:18][C:13]1[CH:14]=[CH:15][CH:16]=[CH:17][C:12]=1[CH2:11][O:10][CH2:9][C@H:8]([NH2:7])[CH2:20][CH:21]=[CH2:22], predict the reactants needed to synthesize it. The reactants are: C(OC(=O)[NH:7][C@H:8]([CH2:20][CH:21]=[CH2:22])[CH2:9][O:10][CH2:11][C:12]1[CH:17]=[CH:16][CH:15]=[CH:14][C:13]=1[CH2:18][Br:19])(C)(C)C.